From a dataset of Catalyst prediction with 721,799 reactions and 888 catalyst types from USPTO. Predict which catalyst facilitates the given reaction. (1) Reactant: [F:1][C:2]([F:14])([F:13])[O:3][C:4]1[CH:9]=[CH:8][C:7]([C:10](=[O:12])[CH3:11])=[CH:6][CH:5]=1.[C:15](OCC)(=[O:21])[C:16]([O:18][CH2:19]C)=[O:17].C[O-].[Na+]. Product: [O:21]=[C:15]([CH2:11][C:10](=[O:12])[C:7]1[CH:6]=[CH:5][C:4]([O:3][C:2]([F:13])([F:14])[F:1])=[CH:9][CH:8]=1)[C:16]([O:18][CH3:19])=[O:17]. The catalyst class is: 5. (2) Reactant: [N:1]1[C:10]2[CH:9]=[CH:8][CH:7]=[C:6]([C:11](O)=[O:12])[C:5]=2[CH:4]=[CH:3][CH:2]=1.[H-].[H-].[H-].[H-].[Li+].[Al+3]. Product: [N:1]1[C:10]2[C:5](=[C:6]([CH2:11][OH:12])[CH:7]=[CH:8][CH:9]=2)[CH:4]=[CH:3][CH:2]=1. The catalyst class is: 1. (3) Reactant: [CH3:1][O:2][C:3](=[O:21])[C:4]([CH3:20])([CH3:19])[CH2:5][CH:6]1[CH2:11][CH2:10][N:9](C(OC(C)(C)C)=O)[CH2:8][CH2:7]1.[ClH:22]. Product: [ClH:22].[CH3:19][C:4]([CH3:20])([CH2:5][CH:6]1[CH2:11][CH2:10][NH:9][CH2:8][CH2:7]1)[C:3]([O:2][CH3:1])=[O:21]. The catalyst class is: 12. (4) Reactant: Cl.[Cl:2][C:3]1[CH:8]=[C:7]([C:9]2[CH:14]=[CH:13][CH:12]=[C:11]([Cl:15])[CH:10]=2)[N:6]=[C:5]2[CH2:16][CH2:17][CH2:18][C:4]=12.[NH2:19][C:20]1[CH:25]=[CH:24][C:23]([CH2:26][C:27]([NH:29][CH3:30])=[O:28])=[CH:22][CH:21]=1. Product: [ClH:2].[Cl:15][C:11]1[CH:10]=[C:9]([C:7]2[N:6]=[C:5]3[CH2:16][CH2:17][CH2:18][C:4]3=[C:3]([NH:19][C:20]3[CH:21]=[CH:22][C:23]([CH2:26][C:27]([NH:29][CH3:30])=[O:28])=[CH:24][CH:25]=3)[CH:8]=2)[CH:14]=[CH:13][CH:12]=1. The catalyst class is: 11. (5) Reactant: [NH:1]1[C:9]2[C:4](=[CH:5][CH:6]=[CH:7][CH:8]=2)[CH2:3][C:2]1=[O:10].C([Li])CCC.CN(C)CCN(C)C.[Br:24][C:25]1[CH:30]=[CH:29][C:28]([CH2:31]Br)=[C:27]([CH2:33]Br)[CH:26]=1. Product: [Br:24][C:25]1[CH:26]=[C:27]2[C:28](=[CH:29][CH:30]=1)[CH2:31][C:3]1([C:4]3[C:9](=[CH:8][CH:7]=[CH:6][CH:5]=3)[NH:1][C:2]1=[O:10])[CH2:33]2. The catalyst class is: 1. (6) Reactant: [CH:1]1([C:8](Cl)=[O:9])[CH2:7][CH2:6][CH2:5][CH2:4][CH2:3][CH2:2]1.[CH2:11]([O:13][C:14]#[CH:15])[CH3:12].C(N(CC)CC)C. Product: [CH2:11]([O:13][CH:14]1[C:1]2([CH2:7][CH2:6][CH2:5][CH2:4][CH2:3][CH2:2]2)[C:8](=[O:9])[CH2:15]1)[CH3:12]. The catalyst class is: 27. (7) Reactant: [N:1]1([C:8]([O:10][C:11]([CH3:14])([CH3:13])[CH3:12])=[O:9])[CH2:7][CH2:6][CH2:5][NH:4][CH2:3][CH2:2]1.[Br:15][C:16]1[CH:17]=[CH:18][C:19]([CH:22]=O)=[N:20][CH:21]=1.C(O[BH-](OC(=O)C)OC(=O)C)(=O)C.[Na+].C(=O)([O-])O.[Na+]. Product: [Br:15][C:16]1[CH:17]=[CH:18][C:19]([CH2:22][N:4]2[CH2:5][CH2:6][CH2:7][N:1]([C:8]([O:10][C:11]([CH3:14])([CH3:13])[CH3:12])=[O:9])[CH2:2][CH2:3]2)=[N:20][CH:21]=1. The catalyst class is: 5. (8) Reactant: [CH3:1][C:2]1[N:7]=[C:6]([C:8]#N)[C:5]([C:10]2[N:15]=[CH:14][C:13]([CH3:16])=[CH:12][N:11]=2)=[CH:4][CH:3]=1.[OH-:17].[Na+].C1C(=NNC2C=CC(/C=C/C3C=CC(NN=C4C=CC(=O)C=C4)=CC=3S([O-])(=O)=O)=C(S([O-])(=O)=O)C=2)C=CC(=[O:22])C=1.[Na+].[Na+]. Product: [CH3:1][C:2]1[N:7]=[C:6]([C:8]([OH:22])=[O:17])[C:5]([C:10]2[N:15]=[CH:14][C:13]([CH3:16])=[CH:12][N:11]=2)=[CH:4][CH:3]=1. The catalyst class is: 88. (9) Reactant: CON(C)[C:4]([C:6]1[C:15](=[O:16])[C:14]2[C:9](=[CH:10][CH:11]=[CH:12][CH:13]=2)[N:8]([CH2:17][C:18]2[CH:23]=[CH:22][CH:21]=[C:20]([Br:24])[N:19]=2)[CH:7]=1)=[O:5].[F:26][C:27]1[CH:28]=[C:29]([Mg]Br)[CH:30]=[CH:31][C:32]=1[O:33][CH3:34]. Product: [Br:24][C:20]1[N:19]=[C:18]([CH2:17][N:8]2[C:9]3[C:14](=[CH:13][CH:12]=[CH:11][CH:10]=3)[C:15](=[O:16])[C:6]([C:4](=[O:5])[C:29]3[CH:30]=[CH:31][C:32]([O:33][CH3:34])=[C:27]([F:26])[CH:28]=3)=[CH:7]2)[CH:23]=[CH:22][CH:21]=1. The catalyst class is: 1.